Dataset: Peptide-MHC class I binding affinity with 185,985 pairs from IEDB/IMGT. Task: Regression. Given a peptide amino acid sequence and an MHC pseudo amino acid sequence, predict their binding affinity value. This is MHC class I binding data. The peptide sequence is TRVTNNVYL. The MHC is HLA-B39:01 with pseudo-sequence HLA-B39:01. The binding affinity (normalized) is 0.723.